From a dataset of Forward reaction prediction with 1.9M reactions from USPTO patents (1976-2016). Predict the product of the given reaction. (1) Given the reactants [Cl:1][C:2]1[CH:3]=[CH:4][C:5]([O:25][CH:26]([F:28])[F:27])=[C:6]([C:8]2[C:13]([O:14][CH3:15])=[CH:12][N:11]([CH2:16][C:17]([O:19][C:20]([CH3:23])([CH3:22])[CH3:21])=[O:18])[C:10](=[O:24])[CH:9]=2)[CH:7]=1.FC(F)(F)S(O[CH2:35][CH2:36][O:37][C:38]([F:41])([F:40])[F:39])(=O)=O, predict the reaction product. The product is: [Cl:1][C:2]1[CH:3]=[CH:4][C:5]([O:25][CH:26]([F:28])[F:27])=[C:6]([C:8]2[C:13]([O:14][CH3:15])=[CH:12][N:11]([CH:16]([CH2:35][CH2:36][O:37][C:38]([F:41])([F:40])[F:39])[C:17]([O:19][C:20]([CH3:23])([CH3:22])[CH3:21])=[O:18])[C:10](=[O:24])[CH:9]=2)[CH:7]=1. (2) Given the reactants [CH:1]1([CH2:4][O:5][C:6]2[N:11]=[C:10]([C:12]([OH:14])=O)[CH:9]=[CH:8][C:7]=2[N:15]2[CH2:18][C:17]([F:20])([F:19])[CH2:16]2)[CH2:3][CH2:2]1.[NH2:21][C:22]1([CH2:28][C:29]([NH2:31])=[O:30])[CH2:27][CH2:26][S:25][CH2:24][CH2:23]1.CN(C(ON1N=NC2C=CC=CC1=2)=[N+](C)C)C.[B-](F)(F)(F)F.CCN(C(C)C)C(C)C, predict the reaction product. The product is: [C:29]([CH2:28][C:22]1([NH:21][C:12]([C:10]2[CH:9]=[CH:8][C:7]([N:15]3[CH2:18][C:17]([F:20])([F:19])[CH2:16]3)=[C:6]([O:5][CH2:4][CH:1]3[CH2:2][CH2:3]3)[N:11]=2)=[O:14])[CH2:23][CH2:24][S:25][CH2:26][CH2:27]1)(=[O:30])[NH2:31]. (3) Given the reactants C([Li])CCC.Br[C:7]1[CH:8]=[C:9]2[C:14](=[CH:15][CH:16]=1)[N:13]=[C:12]([O:17][CH3:18])[C:11]([CH3:19])=[C:10]2[Cl:20].[CH3:21][C:22]1[C:27]([C:28]([C:30]2[N:34]([CH3:35])[N:33]=[N:32][CH:31]=2)=[O:29])=[CH:26][CH:25]=[C:24]([CH3:36])[N:23]=1, predict the reaction product. The product is: [Cl:20][C:10]1[C:9]2[C:14](=[CH:15][CH:16]=[C:7]([C:28]([C:27]3[C:22]([CH3:21])=[N:23][C:24]([CH3:36])=[CH:25][CH:26]=3)([C:30]3[N:34]([CH3:35])[N:33]=[N:32][CH:31]=3)[OH:29])[CH:8]=2)[N:13]=[C:12]([O:17][CH3:18])[C:11]=1[CH3:19]. (4) Given the reactants [CH:1]1([C:4]2[N:5]=[C:6]3[C:12]([C:13]([OH:15])=O)=[CH:11][NH:10][C:7]3=[N:8][CH:9]=2)[CH2:3][CH2:2]1.C(Cl)CCl.[NH2:20][CH2:21][CH2:22][C:23]#[N:24], predict the reaction product. The product is: [C:21]([CH2:22][CH2:23][NH:24][C:13]([C:12]1[C:6]2[C:7](=[N:8][CH:9]=[C:4]([CH:1]3[CH2:2][CH2:3]3)[N:5]=2)[NH:10][CH:11]=1)=[O:15])#[N:20]. (5) Given the reactants [O:1]1[CH2:6][CH2:5][N:4]([C:7]2[C:8]3[N:9]([C:13]([C:28]4[CH:29]=[CH:30][C:31]([C:34]#[N:35])=[N:32][CH:33]=4)=[C:14]([C:16]#[C:17][C:18]4[CH:27]=[CH:26][C:25]5[C:20](=[CH:21][CH:22]=[CH:23][CH:24]=5)[N:19]=4)[N:15]=3)[N:10]=[CH:11][CH:12]=2)[CH2:3][CH2:2]1.[N-:36]=[N+:37]=[N-:38].[Na+].Cl.C(N(CC)CC)C, predict the reaction product. The product is: [NH:36]1[C:34]([C:31]2[N:32]=[CH:33][C:28]([C:13]3[N:9]4[N:10]=[CH:11][CH:12]=[C:7]([N:4]5[CH2:3][CH2:2][O:1][CH2:6][CH2:5]5)[C:8]4=[N:15][C:14]=3[C:16]#[C:17][C:18]3[CH:27]=[CH:26][C:25]4[C:20](=[CH:21][CH:22]=[CH:23][CH:24]=4)[N:19]=3)=[CH:29][CH:30]=2)=[N:35][N:38]=[N:37]1. (6) Given the reactants [N+:1]([C:4]1[CH:9]=[CH:8][C:7]([CH2:10][CH2:11][CH:12]=O)=[C:6]([C:14]([F:17])([F:16])[F:15])[CH:5]=1)([O-])=O.CO.[CH3:20][NH:21][CH3:22].C(O[BH-](OC(=O)C)OC(=O)C)(=O)C.[Na+].[H][H], predict the reaction product. The product is: [CH3:20][N:21]([CH3:22])[CH2:12][CH2:11][CH2:10][C:7]1[CH:8]=[CH:9][C:4]([NH2:1])=[CH:5][C:6]=1[C:14]([F:17])([F:16])[F:15].